From a dataset of Peptide-MHC class II binding affinity with 134,281 pairs from IEDB. Regression. Given a peptide amino acid sequence and an MHC pseudo amino acid sequence, predict their binding affinity value. This is MHC class II binding data. (1) The peptide sequence is TVLKQLVKSGVLAMS. The MHC is DRB3_0202 with pseudo-sequence DRB3_0202. The binding affinity (normalized) is 0.437. (2) The peptide sequence is EAVSLLCSDKQPCNG. The MHC is HLA-DQA10104-DQB10503 with pseudo-sequence HLA-DQA10104-DQB10503. The binding affinity (normalized) is 0. (3) The peptide sequence is VRNGKKLIPSWASVK. The MHC is DRB1_0801 with pseudo-sequence DRB1_0801. The binding affinity (normalized) is 0.274. (4) The peptide sequence is ALTLKGTSYKICTDK. The MHC is DRB1_0405 with pseudo-sequence DRB1_0405. The binding affinity (normalized) is 0. (5) The MHC is DRB1_1201 with pseudo-sequence DRB1_1201. The binding affinity (normalized) is 0.384. The peptide sequence is LVGPFNFRFMSKGGM. (6) The peptide sequence is GELQIVDKIDAAFKN. The binding affinity (normalized) is 0.452. The MHC is DRB1_1302 with pseudo-sequence DRB1_1302. (7) The peptide sequence is KYKIAGGIAGGLALL. The MHC is DRB1_0101 with pseudo-sequence DRB1_0101. The binding affinity (normalized) is 0.549. (8) The peptide sequence is YDKFLANVSTVDTGK. The MHC is DRB1_0701 with pseudo-sequence DRB1_0701. The binding affinity (normalized) is 0.488. (9) The peptide sequence is AYVYFASDASTYTTG. The MHC is HLA-DPA10201-DPB10101 with pseudo-sequence HLA-DPA10201-DPB10101. The binding affinity (normalized) is 0.323.